Dataset: CYP2D6 inhibition data for predicting drug metabolism from PubChem BioAssay. Task: Regression/Classification. Given a drug SMILES string, predict its absorption, distribution, metabolism, or excretion properties. Task type varies by dataset: regression for continuous measurements (e.g., permeability, clearance, half-life) or binary classification for categorical outcomes (e.g., BBB penetration, CYP inhibition). Dataset: cyp2d6_veith. (1) The drug is Cc1ccc(/C=C/C(=O)Nc2cc(C)on2)cc1. The result is 0 (non-inhibitor). (2) The drug is CC(c1ccc(F)cc1)n1c(-c2ccc3ccccc3n2)n[nH]c1=S. The result is 0 (non-inhibitor). (3) The compound is CO[C@H]1COC(=O)CCC[C@H](C)[C@@H](OC)COC(=O)C/C=C\[C@@H]1C. The result is 0 (non-inhibitor). (4) The compound is O=C(O)COc1cccc(-c2ocnc2-c2nc(-c3ccccc3)c(-c3ccccc3)o2)c1. The result is 1 (inhibitor). (5) The drug is COc1ccc(S(=O)(=O)Nc2ccc(S(=O)(=O)N3CCCCC3)cc2)cc1C. The result is 0 (non-inhibitor). (6) The compound is COc1ccccc1CNc1ccnc(-c2ccccc2OC)n1. The result is 1 (inhibitor). (7) The drug is O=C(O)/C=C\C(=O)Nc1ncn[nH]1. The result is 0 (non-inhibitor). (8) The drug is C[C@@H]1O[C@@H](O[C@H]2C[C@@H](O)[C@]3(CO)[C@@H]4[C@@H](O)C[C@]5(C)[C@H]([C@@H]6COC(=O)C6)CC[C@@]5(O)[C@H]4CC[C@@]3(O)C2)[C@H](O)[C@H](O)[C@@H]1O. The result is 0 (non-inhibitor). (9) The molecule is O=C1NCCN1c1ncc([N+](=O)[O-])s1. The result is 0 (non-inhibitor). (10) The molecule is CC(C)NC(=O)N1CCC2(CC1)CCN(C(=O)c1cnccn1)CC2. The result is 0 (non-inhibitor).